Dataset: Forward reaction prediction with 1.9M reactions from USPTO patents (1976-2016). Task: Predict the product of the given reaction. (1) Given the reactants C1C=CC2N(O)N=NC=2C=1.CCN(C(C)C)C(C)C.[Cl:20][C:21]1[CH:29]=[CH:28][C:27]([Cl:30])=[CH:26][C:22]=1[C:23]([OH:25])=O.CCN=C=NCCCN(C)C.Cl.[C:43]([O:47][C:48]([N:50]1[CH2:55][CH2:54][NH:53][CH2:52][CH2:51]1)=[O:49])([CH3:46])([CH3:45])[CH3:44], predict the reaction product. The product is: [C:43]([O:47][C:48]([N:50]1[CH2:55][CH2:54][N:53]([C:23](=[O:25])[C:22]2[CH:26]=[C:27]([Cl:30])[CH:28]=[CH:29][C:21]=2[Cl:20])[CH2:52][CH2:51]1)=[O:49])([CH3:46])([CH3:44])[CH3:45]. (2) Given the reactants C1(S([C:10](=[CH:13][C:14]2[CH:19]=[CH:18][C:17]([OH:20])=[CH:16][CH:15]=2)[C:11]#[N:12])(=O)=O)C=CC=CC=1.[N-:21]=[N+:22]=[N-:23].[Na+], predict the reaction product. The product is: [OH:20][C:17]1[CH:18]=[CH:19][C:14]([C:13]2[N:21]=[N:22][NH:23][C:10]=2[C:11]#[N:12])=[CH:15][CH:16]=1. (3) Given the reactants [CH2:1]([O:3][C:4]([C:6]1[S:10][C:9]2[CH:11]=[C:12]([C:15]([CH2:26][CH3:27])([C:18]3[CH:23]=[CH:22][C:21]([OH:24])=[C:20]([CH3:25])[CH:19]=3)[CH2:16][CH3:17])[CH:13]=[CH:14][C:8]=2[CH:7]=1)=[O:5])[CH3:2].Br[CH2:29][C:30](=[O:35])[C:31]([CH3:34])([CH3:33])[CH3:32].C([O-])([O-])=O.[K+].[K+], predict the reaction product. The product is: [CH2:1]([O:3][C:4]([C:6]1[S:10][C:9]2[CH:11]=[C:12]([C:15]([C:18]3[CH:23]=[CH:22][C:21]([O:24][CH2:29][C:30](=[O:35])[C:31]([CH3:34])([CH3:33])[CH3:32])=[C:20]([CH3:25])[CH:19]=3)([CH2:26][CH3:27])[CH2:16][CH3:17])[CH:13]=[CH:14][C:8]=2[CH:7]=1)=[O:5])[CH3:2]. (4) Given the reactants [N:1]([CH:4]1[CH:8]([O:9][Si](C)(C)C)[CH2:7][P:6]([O:15][CH2:16][C:17]2[CH:22]=[CH:21][CH:20]=[CH:19][CH:18]=2)(=[O:14])[CH2:5]1)=[N+]=[N-].O.C1(P(C2C=CC=CC=2)C2C=CC=CC=2)C=CC=CC=1, predict the reaction product. The product is: [NH2:1][CH:4]1[CH:8]([OH:9])[CH2:7][P:6]([O:15][CH2:16][C:17]2[CH:18]=[CH:19][CH:20]=[CH:21][CH:22]=2)(=[O:14])[CH2:5]1. (5) Given the reactants [Br:1][C:2]1[CH:7]=[CH:6][C:5](F)=[C:4]([N+:9]([O-:11])=[O:10])[CH:3]=1.[CH3:12][N:13]([CH3:19])[CH2:14][CH2:15][CH2:16][NH:17][CH3:18], predict the reaction product. The product is: [Br:1][C:2]1[CH:7]=[CH:6][C:5]([N:17]([CH3:18])[CH2:16][CH2:15][CH2:14][N:13]([CH3:19])[CH3:12])=[C:4]([N+:9]([O-:11])=[O:10])[CH:3]=1. (6) Given the reactants [NH2:1][C:2]1[C:12]([CH2:13][C:14]2[CH:19]=[CH:18][CH:17]=[C:16]([C:20]([F:23])([F:22])[F:21])[C:15]=2[CH3:24])=[C:5]2[NH:6][C:7](=[O:11])[CH2:8][C:9](=[O:10])[N:4]2[N:3]=1.[C:25]1(=O)[O:30][C:28](=[O:29])[C:27]2=[CH:31][CH:32]=[CH:33][CH:34]=[C:26]12, predict the reaction product. The product is: [O:29]=[C:28]1[C:27]2[C:26](=[CH:34][CH:33]=[CH:32][CH:31]=2)[C:25](=[O:30])[N:1]1[C:2]1[C:12]([CH2:13][C:14]2[CH:19]=[CH:18][CH:17]=[C:16]([C:20]([F:23])([F:21])[F:22])[C:15]=2[CH3:24])=[C:5]2[NH:6][C:7](=[O:11])[CH2:8][C:9](=[O:10])[N:4]2[N:3]=1. (7) Given the reactants C1N=CN([C:6](N2C=NC=C2)=[O:7])C=1.[N+:13]([C:16]1[CH:21]=[CH:20][C:19]([CH2:22][CH2:23][NH:24][CH2:25][CH2:26][OH:27])=[CH:18][CH:17]=1)([O-:15])=[O:14], predict the reaction product. The product is: [N+:13]([C:16]1[CH:17]=[CH:18][C:19]([CH2:22][CH2:23][N:24]2[CH2:25][CH2:26][O:27][C:6]2=[O:7])=[CH:20][CH:21]=1)([O-:15])=[O:14]. (8) Given the reactants CC1C=CC(S(O[CH2:12][CH2:13][C:14]2[O:15][C:16]3[C:22]([Cl:23])=[CH:21][C:20]([Br:24])=[CH:19][C:17]=3[CH:18]=2)(=O)=O)=CC=1.[N-:25]=[N+:26]=[N-:27].[Na+], predict the reaction product. The product is: [N:25]([CH2:12][CH2:13][C:14]1[O:15][C:16]2[C:22]([Cl:23])=[CH:21][C:20]([Br:24])=[CH:19][C:17]=2[CH:18]=1)=[N+:26]=[N-:27].